Predict the product of the given reaction. From a dataset of Forward reaction prediction with 1.9M reactions from USPTO patents (1976-2016). (1) Given the reactants [Cl:1][C:2]1[CH:3]=[CH:4][C:5]([O:11][CH3:12])=[C:6](B(O)O)[CH:7]=1.[Cl:13][C:14]1[CH:15]=[C:16](I)[C:17]([NH2:20])=[N:18][CH:19]=1.C(=O)([O-])[O-].[Na+].[Na+], predict the reaction product. The product is: [Cl:13][C:14]1[CH:15]=[C:16]([C:6]2[CH:7]=[C:2]([Cl:1])[CH:3]=[CH:4][C:5]=2[O:11][CH3:12])[C:17]([NH2:20])=[N:18][CH:19]=1. (2) Given the reactants [N:1]1[C:10]2[C:5](=[CH:6][C:7]([CH2:11][C:12]3[N:16]4[N:17]=[C:18]([C:21](=O)[CH3:22])[CH:19]=[CH:20][C:15]4=[N:14][N:13]=3)=[CH:8][CH:9]=2)[CH:4]=[CH:3][CH:2]=1.[CH2:24]([O:26][NH2:27])[CH3:25], predict the reaction product. The product is: [CH2:24]([O:26]/[N:27]=[C:21](/[C:18]1[CH:19]=[CH:20][C:15]2[N:16]([C:12]([CH2:11][C:7]3[CH:6]=[C:5]4[C:10](=[CH:9][CH:8]=3)[N:1]=[CH:2][CH:3]=[CH:4]4)=[N:13][N:14]=2)[N:17]=1)\[CH3:22])[CH3:25]. (3) Given the reactants Br[C:2]1[S:3][C:4]2[C:10]([C:11]3[CH:16]=[CH:15][C:14]([Cl:17])=[CH:13][CH:12]=3)=[C:9]([C@H:18]([O:24][C:25]([CH3:28])([CH3:27])[CH3:26])[C:19]([O:21]CC)=[O:20])[C:8]([CH3:29])=[CH:7][C:5]=2[N:6]=1.[CH3:30][N:31]1[C:39]2[C:34](=[CH:35][C:36](B(O)O)=[CH:37][CH:38]=2)[C:33]([CH3:43])=[N:32]1.C([O-])([O-])=O.[K+].[K+].[OH-].[Na+], predict the reaction product. The product is: [C:25]([O:24][C@@H:18]([C:9]1[C:8]([CH3:29])=[CH:7][C:5]2[N:6]=[C:2]([C:36]3[CH:35]=[C:34]4[C:39](=[CH:38][CH:37]=3)[N:31]([CH3:30])[N:32]=[C:33]4[CH3:43])[S:3][C:4]=2[C:10]=1[C:11]1[CH:12]=[CH:13][C:14]([Cl:17])=[CH:15][CH:16]=1)[C:19]([OH:21])=[O:20])([CH3:26])([CH3:28])[CH3:27]. (4) Given the reactants [CH:1]([C:3]1[S:7][C:6]([C:8]([OH:10])=O)=[CH:5][C:4]=1[CH3:11])=[O:2].[CH3:12][C:13]1([CH3:32])[O:17][CH:16]([CH2:18][O:19][C:20]2[C:29]([CH3:30])=[CH:28][C:23]([C:24]([NH:26]O)=[NH:25])=[CH:22][C:21]=2[CH3:31])[CH2:15][O:14]1, predict the reaction product. The product is: [CH3:12][C:13]1([CH3:32])[O:17][CH:16]([CH2:18][O:19][C:20]2[C:21]([CH3:31])=[CH:22][C:23]([C:24]3[N:26]=[C:8]([C:6]4[S:7][C:3]([CH:1]=[O:2])=[C:4]([CH3:11])[CH:5]=4)[O:10][N:25]=3)=[CH:28][C:29]=2[CH3:30])[CH2:15][O:14]1. (5) Given the reactants S1[CH:5]=[CH:4][CH:3]=[CH:2]1.[F-:6].[Cs+].ClCCl.S1[CH:15]=[CH:14][CH:13]=[C:12]1[SnH3:16], predict the reaction product. The product is: [Sn:16]([F:6])([CH2:2][CH2:3][CH2:4][CH3:5])([CH2:12][CH2:13][CH2:14][CH3:15])[CH2:2][CH2:3][CH2:4][CH3:5]. (6) Given the reactants [F:1][C:2]([F:42])([F:41])[C:3]1[N:7]([C:8]2[CH:13]=[CH:12][CH:11]=[C:10]([C:14]3[CH:19]=[CH:18][CH:17]=[CH:16][C:15]=3[CH2:20][CH2:21][C:22]3[CH:27]=[CH:26][C:25](OS(C(F)(F)F)(=O)=O)=[CH:24][CH:23]=3)[N:9]=2)[N:6]=[CH:5][C:4]=1[C:36]([O:38]CC)=[O:37].[F:43][C:44]([F:55])([F:54])[C:45]1[CH:50]=[CH:49][C:48](B(O)O)=[CH:47][CH:46]=1.[C:56](=[O:59])([O-])[O-:57].[Na+].[Na+].[OH-].[Li+].Cl, predict the reaction product. The product is: [C:56]([OH:57])([C:2]([F:42])([F:41])[F:1])=[O:59].[F:41][C:2]([F:42])([F:1])[C:3]1[N:7]([C:8]2[CH:13]=[CH:12][CH:11]=[C:10]([C:14]3[CH:19]=[CH:18][CH:17]=[CH:16][C:15]=3[CH2:20][CH2:21][C:22]3[CH:23]=[CH:24][C:25]([C:48]4[CH:49]=[CH:50][C:45]([C:44]([F:55])([F:54])[F:43])=[CH:46][CH:47]=4)=[CH:26][CH:27]=3)[N:9]=2)[N:6]=[CH:5][C:4]=1[C:36]([OH:38])=[O:37]. (7) Given the reactants [CH:1]([O:4][CH2:5][CH2:6][NH:7][S:8]([C:11]1[C:16]([Cl:17])=[CH:15][CH:14]=[C:13]([N+:18]([O-])=O)[C:12]=1[OH:21])(=[O:10])=[O:9])([CH3:3])[CH3:2].[H][H], predict the reaction product. The product is: [CH:1]([O:4][CH2:5][CH2:6][NH:7][S:8]([C:11]1[C:16]([Cl:17])=[CH:15][CH:14]=[C:13]([NH2:18])[C:12]=1[OH:21])(=[O:10])=[O:9])([CH3:3])[CH3:2]. (8) Given the reactants O.[PH2]([O-])=O.[Na+].[C:6]([C:8]1[CH:26]=[CH:25][C:11]([O:12][CH2:13][C:14]([NH:17][C:18](=[O:24])[O:19][C:20]([CH3:23])([CH3:22])[CH3:21])([CH3:16])[CH3:15])=[CH:10][CH:9]=1)#N.N1C=CC=CC=1.C(O)(=[O:35])C, predict the reaction product. The product is: [CH:6]([C:8]1[CH:26]=[CH:25][C:11]([O:12][CH2:13][C:14]([NH:17][C:18](=[O:24])[O:19][C:20]([CH3:23])([CH3:22])[CH3:21])([CH3:16])[CH3:15])=[CH:10][CH:9]=1)=[O:35].